This data is from CYP1A2 inhibition data for predicting drug metabolism from PubChem BioAssay. The task is: Regression/Classification. Given a drug SMILES string, predict its absorption, distribution, metabolism, or excretion properties. Task type varies by dataset: regression for continuous measurements (e.g., permeability, clearance, half-life) or binary classification for categorical outcomes (e.g., BBB penetration, CYP inhibition). Dataset: cyp1a2_veith. (1) The molecule is Cc1c(CC(C)(C)C(=O)O)n(Cc2ccc(Cl)cc2)c2ccc(F)cc12. The result is 1 (inhibitor). (2) The compound is Cc1ccc(CNC(=O)CN2C(=O)COc3ccc(C)cc32)cc1. The result is 1 (inhibitor). (3) The compound is C[C@@H]1O[C@H](O[C@@H]2[C@@H](Oc3cc(O)c4c(c3)O[C@H](c3ccc(O)cc3)CC4=O)O[C@@H](CO)[C@@H](O)[C@H]2O)[C@@H](O)[C@H](O)[C@@H]1O.O. The result is 0 (non-inhibitor). (4) The molecule is O=C(c1ccco1)N1CCC2(CCCN(c3ccccc3)C2)CC1. The result is 0 (non-inhibitor).